Dataset: Reaction yield outcomes from USPTO patents with 853,638 reactions. Task: Predict the reaction yield, written as a fraction of the theoretical maximum amount of product (1.0 means a 100% yield; for example, 0.34 means a 34% yield). (1) The yield is 1.00. The product is [CH3:22][O:21][C:19]([C:18]1[CH:23]=[CH:24][C:15]([C:11]2[O:12][C:13]([CH3:14])=[C:9]([CH2:8][CH:7]([C:6]([OH:32])=[O:5])[C:25]([OH:27])=[O:26])[N:10]=2)=[CH:16][CH:17]=1)=[O:20]. The catalyst is ClCCl. The reactants are C([O:5][C:6](=[O:32])[CH:7]([C:25]([O:27]C(C)(C)C)=[O:26])[CH2:8][C:9]1[N:10]=[C:11]([C:15]2[CH:24]=[CH:23][C:18]([C:19]([O:21][CH3:22])=[O:20])=[CH:17][CH:16]=2)[O:12][C:13]=1[CH3:14])(C)(C)C.FC(F)(F)C(O)=O. (2) The reactants are [C:1]([O:5][C:6]([C:8]1[CH:13]=[CH:12][C:11]([C:14]2[C:15]([C:29]([O:31][CH2:32][CH3:33])=[O:30])=[N:16][N:17]([C:23]3[CH:28]=[CH:27][CH:26]=[CH:25][CH:24]=3)[C:18]=2[CH2:19][CH2:20][CH2:21][CH3:22])=[C:10]([C:34]([N:36]2[CH2:45][CH2:44][C:43]3[C:38](=[CH:39][CH:40]=[CH:41][CH:42]=3)[CH2:37]2)=[O:35])[CH:9]=1)=[O:7])([CH3:4])([CH3:3])[CH3:2].[OH:46][CH2:47][CH2:48]C1C=CC(N/N=C/C(OCC)=O)=CC=1.[N+](C(CCCC)=CC1C=CC(C(OC(C)(C)C)=O)=CC=1C(N1CCC2C(=CC=CC=2)C1)=O)([O-])=O. No catalyst specified. The product is [C:1]([O:5][C:6]([C:8]1[CH:13]=[CH:12][C:11]([C:14]2[C:15]([C:29]([O:31][CH2:32][CH3:33])=[O:30])=[N:16][N:17]([C:23]3[CH:28]=[CH:27][C:26]([CH2:48][CH2:47][OH:46])=[CH:25][CH:24]=3)[C:18]=2[CH2:19][CH2:20][CH2:21][CH3:22])=[C:10]([C:34]([N:36]2[CH2:45][CH2:44][C:43]3[C:38](=[CH:39][CH:40]=[CH:41][CH:42]=3)[CH2:37]2)=[O:35])[CH:9]=1)=[O:7])([CH3:3])([CH3:4])[CH3:2]. The yield is 0.170. (3) The reactants are Cl[C:2]1[N:3]=[CH:4][C:5]([C:8]([NH:10][C:11]2[NH:12][N:13]=[C:14]([O:16][CH2:17][C:18]3[CH:23]=[C:22]([O:24][CH3:25])[CH:21]=[C:20]([O:26][CH3:27])[CH:19]=3)[CH:15]=2)=[O:9])=[N:6][CH:7]=1.[CH2:28]1[NH:33][CH2:32][CH2:31][N:30]2[CH2:34][CH2:35][CH2:36][CH:29]12. The catalyst is CS(C)=O. The product is [CH2:28]1[CH:29]2[CH2:36][CH2:35][CH2:34][N:30]2[CH2:31][CH2:32][N:33]1[C:2]1[N:3]=[CH:4][C:5]([C:8]([NH:10][C:11]2[NH:12][N:13]=[C:14]([O:16][CH2:17][C:18]3[CH:23]=[C:22]([O:24][CH3:25])[CH:21]=[C:20]([O:26][CH3:27])[CH:19]=3)[CH:15]=2)=[O:9])=[N:6][CH:7]=1. The yield is 0.370. (4) The reactants are [CH3:1][C:2]1[S:3][CH:4]=[C:5]([CH2:7]Cl)[N:6]=1.[CH2:9]([CH2:11][NH2:12])[OH:10]. The catalyst is ClCCl. The product is [CH3:1][C:2]1[S:3][CH:4]=[C:5]([CH2:7][NH:12][CH2:11][CH2:9][OH:10])[N:6]=1. The yield is 0.850. (5) The reactants are [F:1][C:2]1[CH:7]=[CH:6][C:5]([C:8]#[C:9][C:10]([N:13]([CH2:18][CH2:19][C:20]([OH:31])([C:25]2[CH:30]=[CH:29][CH:28]=[CH:27][CH:26]=2)[CH2:21][C:22]([CH3:24])=[CH2:23])[C:14](=[O:17])OC)([CH3:12])[CH3:11])=[CH:4][CH:3]=1.[H-].[Na+]. The catalyst is C1COCC1.CCOC(C)=O. The product is [F:1][C:2]1[CH:7]=[CH:6][C:5]([C:8]#[C:9][C:10]([N:13]2[CH2:18][CH2:19][C:20]([CH2:21][C:22]([CH3:24])=[CH2:23])([C:25]3[CH:26]=[CH:27][CH:28]=[CH:29][CH:30]=3)[O:31][C:14]2=[O:17])([CH3:12])[CH3:11])=[CH:4][CH:3]=1. The yield is 0.550. (6) The reactants are [C:1]1([C:7]2[O:11][N:10]=[C:9]([C:12]([NH:14][CH2:15][CH2:16][CH2:17][NH:18]C(=O)OC(C)(C)C)=[O:13])[CH:8]=2)[CH:6]=[CH:5][CH:4]=[CH:3][CH:2]=1.C(Cl)Cl.Cl. The catalyst is O1CCOCC1. The product is [NH2:18][CH2:17][CH2:16][CH2:15][NH:14][C:12]([C:9]1[CH:8]=[C:7]([C:1]2[CH:6]=[CH:5][CH:4]=[CH:3][CH:2]=2)[O:11][N:10]=1)=[O:13]. The yield is 1.00. (7) The reactants are [CH3:1][O:2][C:3]1[CH:4]=[C:5]([C:13]2([CH2:18][NH2:19])[CH2:17][CH2:16][CH2:15][CH2:14]2)[CH:6]=[C:7]([O:11][CH3:12])[C:8]=1[O:9][CH3:10].[O:20]1[C:24]2[CH:25]=[CH:26][CH:27]=[CH:28][C:23]=2[CH:22]=[C:21]1[C:29](Cl)=[O:30].C(N(CC)CC)C. The catalyst is O1CCOCC1. The product is [CH3:12][O:11][C:7]1[CH:6]=[C:5]([C:13]2([CH2:18][NH:19][C:29]([C:21]3[O:20][C:24]4[CH:25]=[CH:26][CH:27]=[CH:28][C:23]=4[CH:22]=3)=[O:30])[CH2:14][CH2:15][CH2:16][CH2:17]2)[CH:4]=[C:3]([O:2][CH3:1])[C:8]=1[O:9][CH3:10]. The yield is 0.117. (8) The reactants are [N+:1]([O-:4])(O)=[O:2].[Br:5][C:6]1[CH:7]=[C:8]([CH:11]=[CH:12][C:13]=1[F:14])[CH:9]=[O:10]. The catalyst is S(=O)(=O)(O)O. The product is [Br:5][C:6]1[C:13]([F:14])=[CH:12][C:11]([N+:1]([O-:4])=[O:2])=[C:8]([CH:7]=1)[CH:9]=[O:10]. The yield is 1.00. (9) The reactants are [CH:1]1([C:4]([N:6]2[CH2:11][CH2:10][N:9](C(OC(C)(C)C)=O)[CH2:8][CH2:7]2)=[O:5])[CH2:3][CH2:2]1.[ClH:19].CO. The catalyst is CO. The product is [ClH:19].[CH:1]1([C:4]([N:6]2[CH2:11][CH2:10][NH:9][CH2:8][CH2:7]2)=[O:5])[CH2:2][CH2:3]1. The yield is 1.00.